This data is from Reaction yield outcomes from USPTO patents with 853,638 reactions. The task is: Predict the reaction yield, written as a fraction of the theoretical maximum amount of product (1.0 means a 100% yield; for example, 0.34 means a 34% yield). The reactants are [CH2:1]([O:3][C:4]([C:6]1[NH:7][C:8]2[C:13]([CH:14]=1)=[CH:12][C:11]([O:15][C@H:16]1[CH2:20][CH2:19][N:18]([CH2:21][C:22]3C=CC=CC=3)[CH2:17]1)=[CH:10][CH:9]=2)=[O:5])[CH3:2].[C:28](O)(=O)C.IC(C)C. The catalyst is C(O)C.[Pd]. The product is [CH2:1]([O:3][C:4]([C:6]1[NH:7][C:8]2[C:13]([CH:14]=1)=[CH:12][C:11]([O:15][C@H:16]1[CH2:20][CH2:19][N:18]([CH:21]([CH3:22])[CH3:28])[CH2:17]1)=[CH:10][CH:9]=2)=[O:5])[CH3:2]. The yield is 0.590.